Dataset: Full USPTO retrosynthesis dataset with 1.9M reactions from patents (1976-2016). Task: Predict the reactants needed to synthesize the given product. (1) Given the product [S:19]1[CH:20]=[CH:21][CH:22]=[C:18]1[CH2:17][CH2:16][NH:13][C:14]([N:9]1[C:10](=[O:11])[C:5]2[C:6](=[N:7][C:2]([Cl:1])=[CH:3][C:4]=2[CH3:12])[NH:8]1)=[O:15], predict the reactants needed to synthesize it. The reactants are: [Cl:1][C:2]1[N:7]=[C:6]2[NH:8][N:9]=[C:10]([OH:11])[C:5]2=[C:4]([CH3:12])[CH:3]=1.[N:13]([CH2:16][CH2:17][C:18]1[S:19][CH:20]=[CH:21][CH:22]=1)=[C:14]=[O:15]. (2) Given the product [NH2:24][C:25]1[N:30]([CH3:31])[C:29](=[O:32])[C:28]([CH3:33])([CH3:34])[C@:27]([C:36]2[CH:41]=[C:40]([NH:54][C:53]3[C:47]4[O:46][C:45]([CH3:55])([CH3:44])[CH2:49][C:48]=4[CH:50]=[CH:51][CH:52]=3)[CH:39]=[CH:38][C:37]=2[F:43])([CH3:35])[N:26]=1, predict the reactants needed to synthesize it. The reactants are: COC1C=CC(C([NH:24][C:25]2[N:30]([CH3:31])[C:29](=[O:32])[C:28]([CH3:34])([CH3:33])[C@:27]([C:36]3[CH:41]=[C:40](Br)[CH:39]=[CH:38][C:37]=3[F:43])([CH3:35])[N:26]=2)(C2C=CC(OC)=CC=2)C2C=CC=CC=2)=CC=1.[CH3:44][C:45]1([CH3:55])[CH2:49][C:48]2[CH:50]=[CH:51][CH:52]=[C:53]([NH2:54])[C:47]=2[O:46]1. (3) The reactants are: [Cl:1][C:2]1[C:3]([Sn](C)(C)C)=[CH:4][C:5]([O:8][CH3:9])=[N:6][CH:7]=1.I[C:15]1[C:16]([NH2:23])=[N:17][CH:18]=[CH:19][C:20]=1[O:21][CH3:22].[F-].[Cs+]. Given the product [Cl:1][C:2]1[C:3]([C:15]2[C:16]([NH2:23])=[N:17][CH:18]=[CH:19][C:20]=2[O:21][CH3:22])=[CH:4][C:5]([O:8][CH3:9])=[N:6][CH:7]=1, predict the reactants needed to synthesize it. (4) Given the product [N:1]1[N:5]2[CH:6]=[CH:7][C:8]([CH2:10][N:11]3[C:15]4=[N:16][C:17]([C:20]5[CH:21]=[N:22][N:23]([CH2:25][CH2:26][OH:27])[CH:24]=5)=[CH:18][N:19]=[C:14]4[N:13]=[N:12]3)=[CH:9][C:4]2=[CH:3][CH:2]=1, predict the reactants needed to synthesize it. The reactants are: [N:1]1[N:5]2[CH:6]=[CH:7][C:8]([CH2:10][N:11]3[C:15]4=[N:16][C:17]([C:20]5[CH:21]=[N:22][N:23]([CH2:25][CH2:26][O:27]C6CCCCO6)[CH:24]=5)=[CH:18][N:19]=[C:14]4[N:13]=[N:12]3)=[CH:9][C:4]2=[CH:3][CH:2]=1.C1C(=O)N(Br)C(=O)C1. (5) Given the product [C:16]([O:20][C:21]([N:23]1[CH2:28][CH2:27][CH:26]([N:29]([CH:30]2[CH2:31][CH2:32]2)[C:11](=[O:13])[C:10]2[CH:9]=[CH:8][C:7]([C:6]3[O:5][CH:4]=[N:3][C:2]=3[CH3:1])=[CH:15][CH:14]=2)[CH2:25][CH2:24]1)=[O:22])([CH3:19])([CH3:17])[CH3:18], predict the reactants needed to synthesize it. The reactants are: [CH3:1][C:2]1[N:3]=[CH:4][O:5][C:6]=1[C:7]1[CH:15]=[CH:14][C:10]([C:11]([OH:13])=O)=[CH:9][CH:8]=1.[C:16]([O:20][C:21]([N:23]1[CH2:28][CH2:27][CH:26]([NH:29][CH:30]2[CH2:32][CH2:31]2)[CH2:25][CH2:24]1)=[O:22])([CH3:19])([CH3:18])[CH3:17]. (6) Given the product [CH3:20][N:18]1[CH:19]=[C:15]([N:14]2[C:5]3[C:4]4[CH:3]=[C:2]([C:30]5[C:31]([O:33][CH3:34])=[N:32][C:27]([NH:26][CH2:24][CH3:25])=[N:28][CH:29]=5)[CH:11]=[CH:10][C:9]=4[N:8]=[CH:7][C:6]=3[N:12]([CH3:23])[C:13]2=[O:22])[C:16]([CH3:21])=[N:17]1, predict the reactants needed to synthesize it. The reactants are: Br[C:2]1[CH:11]=[CH:10][C:9]2[N:8]=[CH:7][C:6]3[N:12]([CH3:23])[C:13](=[O:22])[N:14]([C:15]4[C:16]([CH3:21])=[N:17][N:18]([CH3:20])[CH:19]=4)[C:5]=3[C:4]=2[CH:3]=1.[CH2:24]([NH:26][C:27]1[N:32]=[C:31]([O:33][CH3:34])[C:30](B2OC(C)(C)C(C)(C)O2)=[CH:29][N:28]=1)[CH3:25]. (7) Given the product [CH2:14]([O:21][CH2:22][CH:23]([NH:29][C:30]([O:32][CH2:33][C:34]1[CH:35]=[CH:36][CH:37]=[CH:38][CH:39]=1)=[O:31])[C:24]([O:26][CH2:27][N:5]1[C:6]([C:9]([O:11][CH2:12][CH3:13])=[O:10])=[CH:7][C:8]2[O:1][CH:2]=[CH:3][C:4]1=2)=[O:25])[C:15]1[CH:20]=[CH:19][CH:18]=[CH:17][CH:16]=1, predict the reactants needed to synthesize it. The reactants are: [O:1]1[C:8]2[CH:7]=[C:6]([C:9]([O:11][CH2:12][CH3:13])=[O:10])[NH:5][C:4]=2[CH:3]=[CH:2]1.[CH2:14]([O:21][CH2:22][CH:23]([NH:29][C:30]([O:32][CH2:33][C:34]1[CH:39]=[CH:38][CH:37]=[CH:36][CH:35]=1)=[O:31])[C:24]([O:26][CH2:27]Cl)=[O:25])[C:15]1[CH:20]=[CH:19][CH:18]=[CH:17][CH:16]=1. (8) Given the product [CH:1]1([N:4]2[CH2:5][CH2:6][NH:7][S:8]2(=[O:10])=[O:9])[CH2:3][CH2:2]1, predict the reactants needed to synthesize it. The reactants are: [CH:1]1([N:4]2[S:8](=[O:10])(=[O:9])[N:7](C(OC(C)(C)C)=O)[CH2:6][CH2:5]2)[CH2:3][CH2:2]1. (9) Given the product [C:1]([C:3]1[CH:4]=[C:5]([S:32]([NH:35][C:36]2[S:40][N:39]=[CH:38][N:37]=2)(=[O:33])=[O:34])[CH:6]=[CH:7][C:8]=1[O:9][C:10]1[CH:15]=[CH:14][C:13]([C:16]2[CH:17]=[CH:18][C:19]([C:22]([F:25])([F:23])[F:24])=[CH:20][CH:21]=2)=[CH:12][C:11]=1[C:26]1[CH:31]=[CH:30][N:29]=[N:28][CH:27]=1)#[N:2], predict the reactants needed to synthesize it. The reactants are: [C:1]([C:3]1[CH:4]=[C:5]([S:32]([N:35](CC2C=CC(OC)=CC=2OC)[C:36]2[S:40][N:39]=[CH:38][N:37]=2)(=[O:34])=[O:33])[CH:6]=[CH:7][C:8]=1[O:9][C:10]1[CH:15]=[CH:14][C:13]([C:16]2[CH:21]=[CH:20][C:19]([C:22]([F:25])([F:24])[F:23])=[CH:18][CH:17]=2)=[CH:12][C:11]=1[C:26]1[CH:31]=[CH:30][N:29]=[N:28][CH:27]=1)#[N:2].